From a dataset of Catalyst prediction with 721,799 reactions and 888 catalyst types from USPTO. Predict which catalyst facilitates the given reaction. (1) Reactant: [C:1]([O:5][C:6](=[O:22])[CH2:7][CH2:8][NH:9][C:10]1[CH:15]=[CH:14][C:13]([O:16][C:17]([F:20])([F:19])[F:18])=[C:12]([Cl:21])[CH:11]=1)([CH3:4])([CH3:3])[CH3:2].Br[CH2:24][C:25]([O:27][CH3:28])=[O:26].N1C(C)=CC=CC=1C. Product: [C:1]([O:5][C:6](=[O:22])[CH2:7][CH2:8][N:9]([C:10]1[CH:15]=[CH:14][C:13]([O:16][C:17]([F:19])([F:20])[F:18])=[C:12]([Cl:21])[CH:11]=1)[CH2:24][C:25]([O:27][CH3:28])=[O:26])([CH3:4])([CH3:2])[CH3:3]. The catalyst class is: 23. (2) Reactant: [Cl:1][C:2]1[CH:7]=[CH:6][C:5]([C:8]2[N:9]=[C:10]([CH2:13][N:14]3[CH:18]=[C:17]([C:19]([O:21]CC)=[O:20])[CH:16]=[N:15]3)[S:11][CH:12]=2)=[CH:4][C:3]=1[C:24]([F:27])([F:26])[F:25].[OH-].[Na+].O. Product: [Cl:1][C:2]1[CH:7]=[CH:6][C:5]([C:8]2[N:9]=[C:10]([CH2:13][N:14]3[CH:18]=[C:17]([C:19]([OH:21])=[O:20])[CH:16]=[N:15]3)[S:11][CH:12]=2)=[CH:4][C:3]=1[C:24]([F:27])([F:25])[F:26]. The catalyst class is: 199.